The task is: Regression/Classification. Given a drug SMILES string, predict its absorption, distribution, metabolism, or excretion properties. Task type varies by dataset: regression for continuous measurements (e.g., permeability, clearance, half-life) or binary classification for categorical outcomes (e.g., BBB penetration, CYP inhibition). For this dataset (solubility_aqsoldb), we predict Y.. This data is from Aqueous solubility values for 9,982 compounds from the AqSolDB database. (1) The compound is Clc1cc2c(cc1Cl)Oc1cc(Cl)c(Cl)cc1O2. The Y is -9.21 log mol/L. (2) The molecule is CC(=O)O.CCN=C1C=CC(=C(c2ccc(NCC)c(C)c2)c2ccc(NCC)c(C)c2)C=C1C. The Y is -1.02 log mol/L. (3) The compound is CCCC(=O)NCCNC(=O)CCC. The Y is -0.622 log mol/L.